This data is from Catalyst prediction with 721,799 reactions and 888 catalyst types from USPTO. The task is: Predict which catalyst facilitates the given reaction. (1) Reactant: [CH3:1][C:2]1[CH:7]=[C:6]([CH3:8])[CH:5]=[CH:4][C:3]=1[N:9]([CH2:22][CH:23]([CH3:25])[CH3:24])[S:10]([C:13]1[CH:21]=[CH:20][C:16]([C:17]([NH2:19])=O)=[CH:15][CH:14]=1)(=[O:12])=[O:11]. Product: [NH2:19][CH2:17][C:16]1[CH:20]=[CH:21][C:13]([S:10]([N:9]([C:3]2[CH:4]=[CH:5][C:6]([CH3:8])=[CH:7][C:2]=2[CH3:1])[CH2:22][CH:23]([CH3:25])[CH3:24])(=[O:12])=[O:11])=[CH:14][CH:15]=1. The catalyst class is: 7. (2) Reactant: [NH2:1][C@@H:2]1[CH2:17][N:5]2[CH2:6][CH2:7][N:8]([C:10]([O:12][C:13]([CH3:16])([CH3:15])[CH3:14])=[O:11])[CH2:9][C@@H:4]2[CH2:3]1.C(=O)([O-])[O-].[Na+].[Na+].Cl[C:25]1[CH:30]=[CH:29][CH:28]=[C:27]([C:31]([F:34])([F:33])[F:32])[N:26]=1. Product: [F:32][C:31]([F:34])([F:33])[C:27]1[N:26]=[C:25]([NH:1][C@@H:2]2[CH2:17][N:5]3[CH2:6][CH2:7][N:8]([C:10]([O:12][C:13]([CH3:14])([CH3:16])[CH3:15])=[O:11])[CH2:9][C@@H:4]3[CH2:3]2)[CH:30]=[CH:29][CH:28]=1. The catalyst class is: 16. (3) Reactant: [Br:1][C:2]1[CH:10]=[C:9](/[CH:11]=[CH:12]/[CH:13]([C:18]2[CH:23]=[C:22]([Cl:24])[C:21]([F:25])=[C:20]([Cl:26])[CH:19]=2)[C:14]([F:17])([F:16])[F:15])[CH:8]=[CH:7][C:3]=1[C:4](O)=[O:5].[NH2:27][CH2:28][C:29]([NH:31][CH2:32][C:33]([F:36])([F:35])[F:34])=[O:30].C1CN([P+](ON2N=NC3C=CC=CC2=3)(N2CCCC2)N2CCCC2)CC1.F[P-](F)(F)(F)(F)F.CCN(C(C)C)C(C)C. Product: [Br:1][C:2]1[CH:10]=[C:9](/[CH:11]=[CH:12]/[CH:13]([C:18]2[CH:19]=[C:20]([Cl:26])[C:21]([F:25])=[C:22]([Cl:24])[CH:23]=2)[C:14]([F:17])([F:16])[F:15])[CH:8]=[CH:7][C:3]=1[C:4]([NH:27][CH2:28][C:29](=[O:30])[NH:31][CH2:32][C:33]([F:36])([F:35])[F:34])=[O:5]. The catalyst class is: 34.